From a dataset of Full USPTO retrosynthesis dataset with 1.9M reactions from patents (1976-2016). Predict the reactants needed to synthesize the given product. (1) Given the product [OH:33][C:31]1[C:30]2[C:25](=[C:26]([OH:35])[CH:27]=[C:28]([CH3:34])[CH:29]=2)[N:24]=[C:23]([C:21]([OH:22])=[O:20])[CH:32]=1, predict the reactants needed to synthesize it. The reactants are: COC(C1C=C(O)C2C(=C(OC)C=C(Br)C=2)N=1)=O.C[O:20][C:21]([C:23]1[CH:32]=[C:31]([OH:33])[C:30]2[C:25](=[C:26]([O:35]C)[CH:27]=[C:28]([CH3:34])[CH:29]=2)[N:24]=1)=[O:22]. (2) Given the product [Cl:15][C:12]1[CH:13]=[CH:14][C:9]([C:6]2[N:5]=[CH:4][N:3]=[C:2]([N:31]([CH2:30][C:28]3[CH:27]=[CH:26][C:18]([O:19][CH2:20][C:21]([O:23][CH2:24][CH3:25])=[O:22])=[C:17]([CH3:16])[CH:29]=3)[CH2:32][CH2:33][CH3:34])[C:7]=2[CH3:8])=[CH:10][CH:11]=1, predict the reactants needed to synthesize it. The reactants are: Cl[C:2]1[C:7]([CH3:8])=[C:6]([C:9]2[CH:14]=[CH:13][C:12]([Cl:15])=[CH:11][CH:10]=2)[N:5]=[CH:4][N:3]=1.[CH3:16][C:17]1[CH:29]=[C:28]([CH2:30][N:31](C2C(C)=C(C3C=CC(C(F)(F)F)=CC=3)N=CN=2)[CH2:32][CH2:33][CH3:34])[CH:27]=[CH:26][C:18]=1[O:19][CH2:20][C:21]([O:23][CH2:24][CH3:25])=[O:22]. (3) Given the product [O:1]1[C:10]2[C:5](=[CH:6][CH:7]=[CH:8][CH:9]=2)[CH2:4][CH2:3][CH:2]1[CH2:11][OH:12], predict the reactants needed to synthesize it. The reactants are: [O:1]1[C:10]2[C:5](=[CH:6][CH:7]=[CH:8][CH:9]=2)[CH2:4][CH2:3][CH:2]1[C:11](O)=[O:12].[H-].[H-].[H-].[H-].[Li+].[Al+3].